This data is from Full USPTO retrosynthesis dataset with 1.9M reactions from patents (1976-2016). The task is: Predict the reactants needed to synthesize the given product. (1) The reactants are: Cl[C:2]1[N:7]=[CH:6][C:5]([Cl:8])=[CH:4][N:3]=1.C(Cl)Cl.[C:12]([O:16][C:17]([NH:19][CH2:20][C:21]1[CH:26]=[CH:25][C:24](B(O)O)=[CH:23][CH:22]=1)=[O:18])([CH3:15])([CH3:14])[CH3:13].C([O-])([O-])=O.[Na+].[Na+]. Given the product [C:12]([O:16][C:17](=[O:18])[NH:19][CH2:20][C:21]1[CH:22]=[CH:23][C:24]([C:2]2[N:7]=[CH:6][C:5]([Cl:8])=[CH:4][N:3]=2)=[CH:25][CH:26]=1)([CH3:15])([CH3:13])[CH3:14], predict the reactants needed to synthesize it. (2) Given the product [CH2:14]([O:21][C:22]([N:24]1[CH2:29][CH2:28][CH2:27][CH:26]([CH2:30][O:31][Si:6]([C:9]([CH3:12])([CH3:11])[CH3:10])([CH3:8])[CH3:7])[CH2:25]1)=[O:23])[C:15]1[CH:20]=[CH:19][CH:18]=[CH:17][CH:16]=1, predict the reactants needed to synthesize it. The reactants are: N1C=CN=C1.[Si:6](Cl)([C:9]([CH3:12])([CH3:11])[CH3:10])([CH3:8])[CH3:7].[CH2:14]([O:21][C:22]([N:24]1[CH2:29][CH2:28][CH2:27][CH:26]([CH2:30][OH:31])[CH2:25]1)=[O:23])[C:15]1[CH:20]=[CH:19][CH:18]=[CH:17][CH:16]=1.O. (3) The reactants are: [CH3:1][C@H:2]1[CH2:7][O:6][CH2:5][CH2:4][N:3]1[C:8]1[CH:25]=[CH:24][C:11]2[CH2:12][N:13](C(OC(C)(C)C)=O)[CH2:14][CH2:15][O:16][C:10]=2[CH:9]=1.C(OCC)(=O)C.[ClH:32]. Given the product [ClH:32].[ClH:32].[CH3:1][C@H:2]1[CH2:7][O:6][CH2:5][CH2:4][N:3]1[C:8]1[CH:25]=[CH:24][C:11]2[CH2:12][NH:13][CH2:14][CH2:15][O:16][C:10]=2[CH:9]=1, predict the reactants needed to synthesize it. (4) Given the product [Cl:1][C:2]1[N:3]=[CH:4][C:5]2[CH:10]=[C:9]([CH:11]=[O:12])[N:8]([CH:18]3[CH2:19][CH2:20][CH2:21][CH2:22]3)[C:6]=2[N:7]=1, predict the reactants needed to synthesize it. The reactants are: [Cl:1][C:2]1[N:3]=[CH:4][C:5]2[CH:10]=[C:9]([CH:11](OCC)[O:12]CC)[N:8]([CH:18]3[CH2:22][CH2:21][CH2:20][CH2:19]3)[C:6]=2[N:7]=1.Cl.[OH-].[Na+].C([O-])(O)=O.[Na+]. (5) Given the product [CH3:6][O:7][C:8]1[CH:9]=[C:10]([C:11]([N:1]2[CH2:5][CH2:4][CH2:3][CH2:2]2)=[O:12])[CH:14]=[CH:15][C:16]=1[N+:17]([O-:19])=[O:18], predict the reactants needed to synthesize it. The reactants are: [NH:1]1[CH2:5][CH2:4][CH2:3][CH2:2]1.[CH3:6][O:7][C:8]1[CH:9]=[C:10]([CH:14]=[CH:15][C:16]=1[N+:17]([O-:19])=[O:18])[C:11](Cl)=[O:12].CCN(C(C)C)C(C)C.